Dataset: Peptide-MHC class II binding affinity with 134,281 pairs from IEDB. Task: Regression. Given a peptide amino acid sequence and an MHC pseudo amino acid sequence, predict their binding affinity value. This is MHC class II binding data. (1) The peptide sequence is GMLPVCPLIPGSTTT. The MHC is DRB1_1101 with pseudo-sequence DRB1_1101. The binding affinity (normalized) is 0. (2) The peptide sequence is CGMFTNRSGSQQW. The MHC is H-2-IAb with pseudo-sequence H-2-IAb. The binding affinity (normalized) is 0. (3) The peptide sequence is DLGYAPATPAAPGAG. The MHC is DRB1_0405 with pseudo-sequence DRB1_0405. The binding affinity (normalized) is 0.224. (4) The peptide sequence is RHIVGKPCPKPHRLN. The MHC is H-2-IAb with pseudo-sequence H-2-IAb. The binding affinity (normalized) is 0.162.